This data is from NCI-60 drug combinations with 297,098 pairs across 59 cell lines. The task is: Regression. Given two drug SMILES strings and cell line genomic features, predict the synergy score measuring deviation from expected non-interaction effect. (1) Drug 1: CCC1=CC2CC(C3=C(CN(C2)C1)C4=CC=CC=C4N3)(C5=C(C=C6C(=C5)C78CCN9C7C(C=CC9)(C(C(C8N6C)(C(=O)OC)O)OC(=O)C)CC)OC)C(=O)OC.C(C(C(=O)O)O)(C(=O)O)O. Drug 2: C1CC(C1)(C(=O)O)C(=O)O.[NH2-].[NH2-].[Pt+2]. Synergy scores: CSS=76.5, Synergy_ZIP=-2.50, Synergy_Bliss=-4.21, Synergy_Loewe=-4.49, Synergy_HSA=-2.00. Cell line: SR. (2) Drug 2: C1=NC(=NC(=O)N1C2C(C(C(O2)CO)O)O)N. Cell line: SF-295. Drug 1: CC(C)(C#N)C1=CC(=CC(=C1)CN2C=NC=N2)C(C)(C)C#N. Synergy scores: CSS=9.41, Synergy_ZIP=-2.23, Synergy_Bliss=-1.78, Synergy_Loewe=-4.96, Synergy_HSA=-5.46. (3) Drug 1: C1=CN(C(=O)N=C1N)C2C(C(C(O2)CO)O)O.Cl. Cell line: HS 578T. Synergy scores: CSS=28.9, Synergy_ZIP=-4.42, Synergy_Bliss=-2.03, Synergy_Loewe=-28.9, Synergy_HSA=-1.39. Drug 2: CN1C2=C(C=C(C=C2)N(CCCl)CCCl)N=C1CCCC(=O)O.Cl. (4) Drug 1: C1CCN(CC1)CCOC2=CC=C(C=C2)C(=O)C3=C(SC4=C3C=CC(=C4)O)C5=CC=C(C=C5)O. Drug 2: C1=NC2=C(N1)C(=S)N=C(N2)N. Cell line: UACC62. Synergy scores: CSS=28.2, Synergy_ZIP=0.117, Synergy_Bliss=-1.39, Synergy_Loewe=-5.61, Synergy_HSA=-1.46. (5) Drug 1: CC1C(C(CC(O1)OC2CC(OC(C2O)C)OC3=CC4=CC5=C(C(=O)C(C(C5)C(C(=O)C(C(C)O)O)OC)OC6CC(C(C(O6)C)O)OC7CC(C(C(O7)C)O)OC8CC(C(C(O8)C)O)(C)O)C(=C4C(=C3C)O)O)O)O. Drug 2: CC1=C(N=C(N=C1N)C(CC(=O)N)NCC(C(=O)N)N)C(=O)NC(C(C2=CN=CN2)OC3C(C(C(C(O3)CO)O)O)OC4C(C(C(C(O4)CO)O)OC(=O)N)O)C(=O)NC(C)C(C(C)C(=O)NC(C(C)O)C(=O)NCCC5=NC(=CS5)C6=NC(=CS6)C(=O)NCCC[S+](C)C)O. Cell line: LOX IMVI. Synergy scores: CSS=66.4, Synergy_ZIP=-1.70, Synergy_Bliss=-2.11, Synergy_Loewe=-8.47, Synergy_HSA=-1.20. (6) Drug 1: CC(C)CN1C=NC2=C1C3=CC=CC=C3N=C2N. Drug 2: CC1CCCC2(C(O2)CC(NC(=O)CC(C(C(=O)C(C1O)C)(C)C)O)C(=CC3=CSC(=N3)C)C)C. Cell line: SF-268. Synergy scores: CSS=37.4, Synergy_ZIP=2.28, Synergy_Bliss=1.77, Synergy_Loewe=-8.62, Synergy_HSA=1.27. (7) Drug 1: CS(=O)(=O)CCNCC1=CC=C(O1)C2=CC3=C(C=C2)N=CN=C3NC4=CC(=C(C=C4)OCC5=CC(=CC=C5)F)Cl. Drug 2: CN(C(=O)NC(C=O)C(C(C(CO)O)O)O)N=O. Cell line: MCF7. Synergy scores: CSS=-2.02, Synergy_ZIP=3.32, Synergy_Bliss=3.71, Synergy_Loewe=2.67, Synergy_HSA=-0.779. (8) Drug 1: C1CC(C1)(C(=O)O)C(=O)O.[NH2-].[NH2-].[Pt+2]. Drug 2: CC1C(C(CC(O1)OC2CC(CC3=C2C(=C4C(=C3O)C(=O)C5=CC=CC=C5C4=O)O)(C(=O)C)O)N)O. Cell line: CAKI-1. Synergy scores: CSS=58.4, Synergy_ZIP=0.0221, Synergy_Bliss=0.0706, Synergy_Loewe=4.06, Synergy_HSA=5.95.